This data is from Forward reaction prediction with 1.9M reactions from USPTO patents (1976-2016). The task is: Predict the product of the given reaction. (1) Given the reactants [Na].[CH2:2]([O:4][C:5](=[O:20])[CH:6]([NH:12][C:13]([O:15][C:16]([CH3:19])([CH3:18])[CH3:17])=[O:14])[C:7]([O:9][CH2:10][CH3:11])=[O:8])[CH3:3].[CH2:21](Br)[C:22]1[CH:27]=[CH:26][CH:25]=[CH:24][CH:23]=1, predict the reaction product. The product is: [CH2:21]([C:6]([NH:12][C:13]([O:15][C:16]([CH3:18])([CH3:17])[CH3:19])=[O:14])([C:5]([O:4][CH2:2][CH3:3])=[O:20])[C:7]([O:9][CH2:10][CH3:11])=[O:8])[C:22]1[CH:27]=[CH:26][CH:25]=[CH:24][CH:23]=1. (2) The product is: [Cl:1][C:2]1[CH:3]=[C:4]([CH:10]=[CH:11][C:12]=1[Cl:13])[CH2:5][N:6]1[CH2:30][CH2:29][O:9][CH:8]([CH2:17][N:18]2[C:26](=[O:27])[C:25]3[C:20](=[CH:21][CH:22]=[CH:23][CH:24]=3)[C:19]2=[O:28])[CH2:7]1. Given the reactants [Cl:1][C:2]1[CH:3]=[C:4]([CH:10]=[CH:11][C:12]=1[Cl:13])[CH2:5][NH:6][CH2:7][CH2:8][OH:9].O1C[C@@H]1[CH2:17][N:18]1[C:26](=[O:27])[C:25]2[C:20](=[CH:21][CH:22]=[CH:23][CH:24]=2)[C:19]1=[O:28].[C:29]1(P(C2C=CC=CC=2)C2C=CC=CC=2)C=CC=C[CH:30]=1.CC(OC(/N=N/C(OC(C)C)=O)=O)C, predict the reaction product. (3) Given the reactants Br[C:2]1[CH:3]=[C:4]([N:21]2[C:33]3[CH:32]=[CH:31][CH:30]=[CH:29][C:28]=3[C:27]3[C:22]2=[CH:23][CH:24]=[CH:25][CH:26]=3)[CH:5]=[C:6]([N:8]2[C:20]3[CH:19]=[CH:18][CH:17]=[CH:16][C:15]=3[C:14]3[C:9]2=[CH:10][CH:11]=[CH:12][CH:13]=3)[CH:7]=1.[Br:34][C:35]1[CH:36]=[CH:37][C:38]2[NH:39][C:40]3[C:45]([C:46]=2[CH:47]=1)=[CH:44][CH:43]=[CH:42][CH:41]=3.C(=O)([O-])[O-].[K+].[K+].C1OCCOC2C(=CC=CC=2)OCCOCCOC2C(=CC=CC=2)OC1, predict the reaction product. The product is: [Br:34][C:35]1[CH:36]=[CH:37][C:38]2[N:39]([C:2]3[CH:7]=[C:6]([N:8]4[C:20]5[CH:19]=[CH:18][CH:17]=[CH:16][C:15]=5[C:14]5[C:9]4=[CH:10][CH:11]=[CH:12][CH:13]=5)[CH:5]=[C:4]([N:21]4[C:22]5[CH:23]=[CH:24][CH:25]=[CH:26][C:27]=5[C:28]5[C:33]4=[CH:32][CH:31]=[CH:30][CH:29]=5)[CH:3]=3)[C:40]3[C:45]([C:46]=2[CH:47]=1)=[CH:44][CH:43]=[CH:42][CH:41]=3. (4) Given the reactants [C:1]1([CH2:7][S:8]([NH:11][C@H:12]([B:20]([O:22]C23CC(C2(C)C)CCC3(O)C)[OH:21])[CH2:13][C:14]2[CH:19]=[CH:18][CH:17]=[CH:16][CH:15]=2)(=[O:10])=[O:9])[CH:6]=[CH:5][CH:4]=[CH:3][CH:2]=1.Cl.C1(B(O)O)C=CC=CC=1.C1(B(O)O)C=CC=CC=1.C12(O)CC(C1(C)C)CCC2(O)C, predict the reaction product. The product is: [C:1]1([CH2:7][S:8]([NH:11][C@H:12]([B:20]([OH:22])[OH:21])[CH2:13][C:14]2[CH:15]=[CH:16][CH:17]=[CH:18][CH:19]=2)(=[O:10])=[O:9])[CH:2]=[CH:3][CH:4]=[CH:5][CH:6]=1. (5) Given the reactants CC1C=CC(S(O[C:12]2[C:13]3[CH2:23][CH2:22][CH2:21][C:20]4[N:24]([CH3:27])[N:25]=[CH:26][C:19]=4[C:14]=3[N:15]=[C:16]([NH2:18])[N:17]=2)(=O)=O)=CC=1.[CH3:28][N:29]1[CH2:34][CH2:33][NH:32][CH2:31][CH2:30]1, predict the reaction product. The product is: [CH3:27][N:24]1[C:20]2[CH2:21][CH2:22][CH2:23][C:13]3[C:12]([N:32]4[CH2:33][CH2:34][N:29]([CH3:28])[CH2:30][CH2:31]4)=[N:17][C:16]([NH2:18])=[N:15][C:14]=3[C:19]=2[CH:26]=[N:25]1. (6) Given the reactants CO[C:3](=O)[NH:4][CH2:5][CH2:6][CH:7]([C:14]1[CH:22]=[C:21]2[C:17]([CH:18]=[CH:19][NH:20]2)=[CH:16][CH:15]=1)[C:8]1[CH:13]=[CH:12][CH:11]=[CH:10][CH:9]=1.N1C2C(=CC(C(C3C=CC=CC=3)CCNC)=CC=2)C=C1, predict the reaction product. The product is: [NH:20]1[C:21]2[C:17](=[CH:16][CH:15]=[C:14]([CH:7]([C:8]3[CH:13]=[CH:12][CH:11]=[CH:10][CH:9]=3)[CH2:6][CH2:5][NH:4][CH3:3])[CH:22]=2)[CH:18]=[CH:19]1. (7) The product is: [Zn:5].[NH2:6][C@H:7]([C:12]([OH:14])=[O:13])[CH2:8][C:9]([OH:11])=[O:10]. Given the reactants C(=O)([O-])[O-].[Zn+2:5].[NH2:6][C@H:7]([C:12]([OH:14])=[O:13])[CH2:8][C:9]([OH:11])=[O:10], predict the reaction product. (8) Given the reactants [Cl:1][C:2]1[CH:3]=[C:4]([NH:9][C:10]2[C:19]3[C:14](=[CH:15][C:16]([O:32][CH2:33][CH3:34])=[C:17]([NH:20][C:21](=[O:31])[CH2:22]P(OCC)(OCC)=O)[CH:18]=3)[N:13]=[CH:12][N:11]=2)[CH:5]=[CH:6][C:7]=1[F:8].C[Si]([N-][Si](C)(C)C)(C)C.[Li+].C1(C)C=CC=CC=1.[CH3:52][N:53]1[CH2:57][CH2:56][CH2:55][C@@H:54]1[CH:58]=O, predict the reaction product. The product is: [Cl:1][C:2]1[CH:3]=[C:4]([NH:9][C:10]2[C:19]3[C:14](=[CH:15][C:16]([O:32][CH2:33][CH3:34])=[C:17]([NH:20][C:21](=[O:31])/[CH:22]=[CH:58]/[C@H:54]4[CH2:55][CH2:56][CH2:57][N:53]4[CH3:52])[CH:18]=3)[N:13]=[CH:12][N:11]=2)[CH:5]=[CH:6][C:7]=1[F:8]. (9) Given the reactants N(C(OC(C)(C)C)=O)=NC(OC(C)(C)C)=O.[Cl:17][C:18]1[C:27]2[C:22](=[CH:23][C:24]([O:29][CH3:30])=[C:25]([OH:28])[CH:26]=2)[N:21]=[CH:20][N:19]=1.[N:31]1([CH2:37][CH2:38]O)[CH2:36][CH2:35][O:34][CH2:33][CH2:32]1.C1(P(C2C=CC=CC=2)C2C=CC=CC=2)C=CC=CC=1, predict the reaction product. The product is: [Cl:17][C:18]1[C:27]2[C:22](=[CH:23][C:24]([O:29][CH3:30])=[C:25]([O:28][CH2:38][CH2:37][N:31]3[CH2:36][CH2:35][O:34][CH2:33][CH2:32]3)[CH:26]=2)[N:21]=[CH:20][N:19]=1. (10) The product is: [CH3:15][O:16][C:17](=[O:25])[C:18]1[CH:23]=[CH:22][N:21]=[C:20]([O:14][CH2:13][C:3]2[C:4]([C:7]3[CH:12]=[CH:11][CH:10]=[CH:9][CH:8]=3)=[N:5][O:6][C:2]=2[CH3:1])[CH:19]=1. Given the reactants [CH3:1][C:2]1[O:6][N:5]=[C:4]([C:7]2[CH:12]=[CH:11][CH:10]=[CH:9][CH:8]=2)[C:3]=1[CH2:13][OH:14].[CH3:15][O:16][C:17](=[O:25])[C:18]1[CH:23]=[CH:22][N:21]=[C:20](O)[CH:19]=1.C1(P(C2C=CC=CC=2)C2C=CC=CC=2)C=CC=CC=1.N(C(OCC)=O)=NC(OCC)=O, predict the reaction product.